From a dataset of Catalyst prediction with 721,799 reactions and 888 catalyst types from USPTO. Predict which catalyst facilitates the given reaction. Reactant: [C:1](Cl)(Cl)=[O:2].N1C=CC=CC=1.[NH2:11][C:12]1[C:17]([NH2:18])=[C:16]([O:19][C:20]2[CH:25]=[CH:24][C:23]([NH:26][C:27](=[O:33])[O:28][C:29]([CH3:32])([CH3:31])[CH3:30])=[CH:22][CH:21]=2)[CH:15]=[CH:14][N:13]=1.C1(C)C=CC=CC=1. Product: [O:2]=[C:1]1[NH:11][C:12]2=[N:13][CH:14]=[CH:15][C:16]([O:19][C:20]3[CH:21]=[CH:22][C:23]([NH:26][C:27](=[O:33])[O:28][C:29]([CH3:30])([CH3:32])[CH3:31])=[CH:24][CH:25]=3)=[C:17]2[NH:18]1. The catalyst class is: 1.